Dataset: Forward reaction prediction with 1.9M reactions from USPTO patents (1976-2016). Task: Predict the product of the given reaction. (1) The product is: [NH2:6][CH2:4][C:3]1[CH:7]=[C:8]([N+:12]([O-:14])=[O:13])[C:9]([Cl:11])=[CH:10][C:2]=1[NH2:1]. Given the reactants [NH2:1][C:2]1[CH:10]=[C:9]([Cl:11])[C:8]([N+:12]([O-:14])=[O:13])=[CH:7][C:3]=1[C:4]([NH2:6])=O.Cl.[OH-].[Na+], predict the reaction product. (2) Given the reactants [NH2:1][C:2]1[CH:7]=[N:6][CH:5]=[CH:4][N:3]=1.C([N:16]=[C:17]=[S:18])(=O)C1C=CC=CC=1, predict the reaction product. The product is: [N:3]1[CH:4]=[CH:5][N:6]=[CH:7][C:2]=1[NH:1][C:17]([NH2:16])=[S:18]. (3) Given the reactants [N:1]([C:4]1[NH:5][C:6]([C:10]([OH:12])=O)=[C:7]([Cl:9])[N:8]=1)=[N+:2]=[N-:3].[NH2:13][CH2:14][C:15]1[C:16]([F:32])=[C:17]([O:22][C:23]2[CH:24]=[C:25]([CH:28]=[C:29]([Cl:31])[CH:30]=2)[C:26]#[N:27])[C:18]([Cl:21])=[CH:19][CH:20]=1.Cl.C(N=C=NCCCN(C)C)C.ON1C2C=CC=CC=2N=N1.C([O-])(O)=O.[Na+], predict the reaction product. The product is: [N:1]([C:4]1[NH:5][C:6]([C:10]([NH:13][CH2:14][C:15]2[CH:20]=[CH:19][C:18]([Cl:21])=[C:17]([O:22][C:23]3[CH:24]=[C:25]([C:26]#[N:27])[CH:28]=[C:29]([Cl:31])[CH:30]=3)[C:16]=2[F:32])=[O:12])=[C:7]([Cl:9])[N:8]=1)=[N+:2]=[N-:3]. (4) Given the reactants [CH3:1][C:2]([O:5][C:6]([N:8]1[CH2:12][C@@H:11]([CH:13]2[CH2:18][CH2:17][N:16]([S:19]([CH3:22])(=[O:21])=[O:20])[CH2:15][CH2:14]2)[CH2:10][C@H:9]1C(OC)=O)=[O:7])([CH3:4])[CH3:3].Br[CH2:28][C:29]([C:31]1[CH:36]=[CH:35][C:34]([NH:37][C:38](=[O:41])[O:39][CH3:40])=[CH:33][CH:32]=1)=O.C(=O)([O-])[O-].[Cs+].[Cs+].C([O-])(=O)C.[NH4+:52].C[N:54]([CH3:57])C=O, predict the reaction product. The product is: [CH3:40][O:39][C:38]([NH:37][C:34]1[CH:35]=[CH:36][C:31]([C:29]2[NH:54][C:57]([C@@H:9]3[CH2:10][C@H:11]([CH:13]4[CH2:18][CH2:17][N:16]([S:19]([CH3:22])(=[O:20])=[O:21])[CH2:15][CH2:14]4)[CH2:12][N:8]3[C:6]([O:5][C:2]([CH3:3])([CH3:4])[CH3:1])=[O:7])=[N:52][CH:28]=2)=[CH:32][CH:33]=1)=[O:41]. (5) Given the reactants C[O:2][C:3](=[O:19])[C:4]1[CH:9]=[CH:8][CH:7]=[C:6]([CH2:10][O:11][C:12]2[CH:17]=[CH:16][C:15](I)=[CH:14][CH:13]=2)[CH:5]=1.[CH3:20][C:21]1[C:25](B(O)O)=[C:24]([CH3:29])[O:23][N:22]=1, predict the reaction product. The product is: [CH3:20][C:21]1[C:25]([C:15]2[CH:16]=[CH:17][C:12]([O:11][CH2:10][C:6]3[CH:5]=[C:4]([CH:9]=[CH:8][CH:7]=3)[C:3]([OH:2])=[O:19])=[CH:13][CH:14]=2)=[C:24]([CH3:29])[O:23][N:22]=1.